From a dataset of Forward reaction prediction with 1.9M reactions from USPTO patents (1976-2016). Predict the product of the given reaction. (1) Given the reactants [F:1][C:2]1[CH:18]=[CH:17][CH:16]=[CH:15][C:3]=1[CH2:4][N:5]1[C:9]2[CH2:10][CH2:11][CH2:12][C:8]=2[C:7]([C:13]#[N:14])=[N:6]1.C[O-].[Na+].C(O)(=O)C.[Cl-].[NH4+:27], predict the reaction product. The product is: [F:1][C:2]1[CH:18]=[CH:17][CH:16]=[CH:15][C:3]=1[CH2:4][N:5]1[C:9]2[CH2:10][CH2:11][CH2:12][C:8]=2[C:7]([C:13](=[NH:27])[NH2:14])=[N:6]1. (2) The product is: [C:27]([C:23]1[CH:22]=[C:21]([N:10]2[C:11]([CH2:13][CH2:14][C:15]3[CH:20]=[CH:19][CH:18]=[CH:17][CH:16]=3)=[CH:12][C:8]([C:6]([OH:7])=[O:5])=[C:9]2[C:30]2[CH:35]=[CH:34][CH:33]=[CH:32][CH:31]=2)[CH:26]=[CH:25][CH:24]=1)([OH:29])=[O:28]. Given the reactants [OH-].[Na+].C([O:5][C:6]([C:8]1[CH:12]=[C:11]([CH2:13][CH2:14][C:15]2[CH:20]=[CH:19][CH:18]=[CH:17][CH:16]=2)[N:10]([C:21]2[CH:26]=[CH:25][CH:24]=[C:23]([C:27]([OH:29])=[O:28])[CH:22]=2)[C:9]=1[C:30]1[CH:35]=[CH:34][CH:33]=[CH:32][CH:31]=1)=[O:7])C, predict the reaction product. (3) Given the reactants C([O:3][C:4](=[O:15])[CH:5]=[CH:6][C:7]1[CH:12]=[CH:11][C:10]([Br:13])=[C:9]([F:14])[CH:8]=1)C.[OH-].[Na+], predict the reaction product. The product is: [Br:13][C:10]1[CH:11]=[CH:12][C:7]([CH:6]=[CH:5][C:4]([OH:15])=[O:3])=[CH:8][C:9]=1[F:14].